This data is from Peptide-MHC class II binding affinity with 134,281 pairs from IEDB. The task is: Regression. Given a peptide amino acid sequence and an MHC pseudo amino acid sequence, predict their binding affinity value. This is MHC class II binding data. (1) The peptide sequence is KSSQRDTILKLGDLN. The MHC is DRB1_0101 with pseudo-sequence DRB1_0101. The binding affinity (normalized) is 0.477. (2) The peptide sequence is IVQINGRHFDLRAQG. The MHC is DRB5_0101 with pseudo-sequence DRB5_0101. The binding affinity (normalized) is 0.555. (3) The peptide sequence is YAKFLANVSTVLTGK. The MHC is DRB1_1302 with pseudo-sequence DRB1_1302. The binding affinity (normalized) is 0.888. (4) The MHC is DRB1_1101 with pseudo-sequence DRB1_1101. The peptide sequence is VHAQTVEDEARRMWA. The binding affinity (normalized) is 0.0647. (5) The peptide sequence is YREEIYRKGLGNFVQ. The MHC is H-2-IAb with pseudo-sequence H-2-IAb. The binding affinity (normalized) is 0.532. (6) The peptide sequence is AALPLLFFALAGQRI. The MHC is DRB1_1602 with pseudo-sequence DRB1_1602. The binding affinity (normalized) is 0.949. (7) The peptide sequence is DINASFRAAMATTAN. The MHC is DRB4_0101 with pseudo-sequence DRB4_0103. The binding affinity (normalized) is 0.121. (8) The peptide sequence is MSQIMYNYPAMMAHA. The MHC is DRB1_0404 with pseudo-sequence DRB1_0404. The binding affinity (normalized) is 0.182. (9) The peptide sequence is ESEFQAALSRKVAKL. The MHC is DRB1_0701 with pseudo-sequence DRB1_0701. The binding affinity (normalized) is 0.733.